This data is from Full USPTO retrosynthesis dataset with 1.9M reactions from patents (1976-2016). The task is: Predict the reactants needed to synthesize the given product. (1) Given the product [Cl:1][C:2]1[CH:3]=[C:4]2[C:8](=[CH:9][CH:10]=1)[N:7]([CH2:14][C:15]1[C:16]([F:21])=[N:17][CH:18]=[CH:19][CH:20]=1)[CH:6]=[CH:5]2, predict the reactants needed to synthesize it. The reactants are: [Cl:1][C:2]1[CH:3]=[C:4]2[C:8](=[CH:9][CH:10]=1)[NH:7][CH:6]=[CH:5]2.[H-].[Na+].Cl[CH2:14][C:15]1[C:16]([F:21])=[N:17][CH:18]=[CH:19][CH:20]=1. (2) Given the product [NH2:13][C:11](=[O:12])[C@H:10]([NH:9][C:6]1[CH:7]=[CH:8][C:3]([C:1]([NH2:2])=[O:26])=[C:4]([NH:18][C:19]2[CH:23]=[C:22]([CH3:24])[O:21][N:20]=2)[CH:5]=1)[CH2:14][CH:15]([CH3:17])[CH3:16], predict the reactants needed to synthesize it. The reactants are: [C:1]([C:3]1[CH:8]=[CH:7][C:6]([NH:9][C@H:10]([CH2:14][CH:15]([CH3:17])[CH3:16])[C:11]([NH2:13])=[O:12])=[CH:5][C:4]=1[NH:18][C:19]1[CH:23]=[C:22]([CH3:24])[O:21][N:20]=1)#[N:2].C([O-])([O-])=[O:26].[K+].[K+].OO. (3) Given the product [I:18][C:2]1[CH:10]=[C:9]2[C:5]([C:6]([CH3:13])([CH3:12])[C:7](=[O:11])[NH:8]2)=[CH:4][CH:3]=1, predict the reactants needed to synthesize it. The reactants are: N[C:2]1[CH:10]=[C:9]2[C:5]([C:6]([CH3:13])([CH3:12])[C:7](=[O:11])[NH:8]2)=[CH:4][CH:3]=1.N([O-])=O.[Na+].[I-:18].[K+].C(=O)([O-])[O-].[Na+].[Na+]. (4) Given the product [CH3:5][O:4][C:1]([CH:12]1[C:11](=[O:20])[CH2:10][CH2:9][C:14]2([CH2:19][CH2:18][CH2:17][CH2:16][CH2:15]2)[CH2:13]1)=[O:6], predict the reactants needed to synthesize it. The reactants are: [C:1](=[O:6])([O:4][CH3:5])OC.[H-].[Na+].[CH2:9]1[C:14]2([CH2:19][CH2:18][CH2:17][CH2:16][CH2:15]2)[CH2:13][CH2:12][C:11](=[O:20])[CH2:10]1.C(O)(=O)C. (5) The reactants are: Cl[C:2]1[C:14]2[C:13]3[C:8](=[CH:9][CH:10]=[CH:11][CH:12]=3)[NH:7][C:6]=2[N:5]=[C:4]([NH:15][C:16](=[O:21])[C:17]([CH3:20])([CH3:19])[CH3:18])[N:3]=1.CO[C:24]1[CH:30]=[CH:29][C:27]([NH2:28])=[CH:26][CH:25]=1.C(Cl)(Cl)Cl.[CH3:35][OH:36]. Given the product [CH3:35][O:36][C:25]1[CH:26]=[C:27]([NH:28][C:2]2[C:14]3[C:13]4[C:8](=[CH:9][CH:10]=[CH:11][CH:12]=4)[NH:7][C:6]=3[N:5]=[C:4]([NH:15][C:16](=[O:21])[C:17]([CH3:20])([CH3:19])[CH3:18])[N:3]=2)[CH:29]=[CH:30][CH:24]=1, predict the reactants needed to synthesize it.